Dataset: Forward reaction prediction with 1.9M reactions from USPTO patents (1976-2016). Task: Predict the product of the given reaction. Given the reactants [F:1][C:2]1([F:13])[O:6][C:5]2[CH:7]=[CH:8][C:9]([CH:11]=[O:12])=[CH:10][C:4]=2[O:3]1.[CH:14]1([Mg]Br)[CH2:16][CH2:15]1.ClC1C=C(F)C(C(C2CC2)O)=C(F)C=1, predict the reaction product. The product is: [CH:14]1([CH:11]([C:9]2[CH:8]=[CH:7][C:5]3[O:6][C:2]([F:1])([F:13])[O:3][C:4]=3[CH:10]=2)[OH:12])[CH2:16][CH2:15]1.